This data is from Full USPTO retrosynthesis dataset with 1.9M reactions from patents (1976-2016). The task is: Predict the reactants needed to synthesize the given product. (1) Given the product [N:1]1[C:10]2[C:5](=[CH:6][C:7]([CH2:11][N:12]3[C:16]4=[N:17][C:18](/[C:21](=[N:24]/[N:25]5[CH2:29][CH2:28][NH:27][C:26]5=[O:30])/[CH3:22])=[CH:19][N:20]=[C:15]4[N:14]=[N:13]3)=[CH:8][CH:9]=2)[CH:4]=[CH:3][CH:2]=1, predict the reactants needed to synthesize it. The reactants are: [N:1]1[C:10]2[C:5](=[CH:6][C:7]([CH2:11][N:12]3[C:16]4=[N:17][C:18]([C:21](=O)[CH3:22])=[CH:19][N:20]=[C:15]4[N:14]=[N:13]3)=[CH:8][CH:9]=2)[CH:4]=[CH:3][CH:2]=1.[NH2:24][N:25]1[CH2:29][CH2:28][NH:27][C:26]1=[O:30]. (2) Given the product [NH2:1][C:2]1[C:3]2[N:4]([C:8]([C@@H:26]3[CH2:30][CH2:29][CH2:28][N:27]3[C:38]([C:34]3[CH:33]=[C:32]([Cl:31])[N:37]=[CH:36][N:35]=3)=[O:39])=[N:9][C:10]=2[C:11]2[CH:25]=[CH:24][C:14]([C:15]([NH:17][C:18]3[CH:23]=[CH:22][CH:21]=[CH:20][N:19]=3)=[O:16])=[CH:13][CH:12]=2)[CH:5]=[CH:6][N:7]=1, predict the reactants needed to synthesize it. The reactants are: [NH2:1][C:2]1[C:3]2[N:4]([C:8]([C@@H:26]3[CH2:30][CH2:29][CH2:28][NH:27]3)=[N:9][C:10]=2[C:11]2[CH:25]=[CH:24][C:14]([C:15]([NH:17][C:18]3[CH:23]=[CH:22][CH:21]=[CH:20][N:19]=3)=[O:16])=[CH:13][CH:12]=2)[CH:5]=[CH:6][N:7]=1.[Cl:31][C:32]1[N:37]=[CH:36][N:35]=[C:34]([C:38](O)=[O:39])[CH:33]=1. (3) Given the product [NH:1]([C:5]1[C:10]([F:11])=[CH:9][C:8]([CH3:12])=[C:7]([SH:13])[CH:6]=1)[C:2]([CH3:4])=[O:3], predict the reactants needed to synthesize it. The reactants are: [NH:1]([C:5]1[CH:6]=[C:7]([S:13](Cl)(=O)=O)[C:8]([CH3:12])=[CH:9][C:10]=1[F:11])[C:2]([CH3:4])=[O:3].II.